From a dataset of Full USPTO retrosynthesis dataset with 1.9M reactions from patents (1976-2016). Predict the reactants needed to synthesize the given product. (1) Given the product [CH3:3][C:4]1[C:5]([C:25]([OH:27])=[O:26])=[N:6][C:7]2[C:14]3[S:15][CH:16]=[CH:17][C:13]=3[CH2:12][CH2:11][O:10][C:8]=2[CH:9]=1, predict the reactants needed to synthesize it. The reactants are: CO[C:3](=O)[C:4]1[CH:9]=[C:8]([O:10][CH2:11][CH2:12][C:13]2[CH:17]=[CH:16][S:15][CH:14]=2)[C:7](I)=[N:6][CH:5]=1.CN(C)C=O.[C:25](=O)([O-:27])[O-:26].[K+].[K+].C1(P(C2C=CC=CC=2)C2C=CC=CC=2)C=CC=CC=1. (2) Given the product [N:26]([C:2]1[CH:11]=[C:10]2[C:5]([C:6](=[O:22])[C:7]([C:20]#[N:21])=[CH:8][N:9]2[CH2:12][O:13][CH2:14][CH2:15][Si:16]([CH3:19])([CH3:18])[CH3:17])=[CH:4][C:3]=1[N+:23]([O-:25])=[O:24])=[N+:27]=[N-:28], predict the reactants needed to synthesize it. The reactants are: Cl[C:2]1[CH:11]=[C:10]2[C:5]([C:6](=[O:22])[C:7]([C:20]#[N:21])=[CH:8][N:9]2[CH2:12][O:13][CH2:14][CH2:15][Si:16]([CH3:19])([CH3:18])[CH3:17])=[CH:4][C:3]=1[N+:23]([O-:25])=[O:24].[N-:26]=[N+:27]=[N-:28].[Na+]. (3) Given the product [F:23][C:24]1[CH:29]=[CH:28][C:27]([CH2:30][C:31]([NH:1][CH2:2][CH2:3][CH2:4][N:5]2[CH2:10][CH2:9][CH:8]([C:11]3[CH:12]=[C:13]([NH:17][C:18](=[O:22])[CH:19]([CH3:20])[CH3:21])[CH:14]=[CH:15][CH:16]=3)[CH2:7][CH2:6]2)=[O:32])=[CH:26][CH:25]=1, predict the reactants needed to synthesize it. The reactants are: [NH2:1][CH2:2][CH2:3][CH2:4][N:5]1[CH2:10][CH2:9][CH:8]([C:11]2[CH:12]=[C:13]([NH:17][C:18](=[O:22])[CH:19]([CH3:21])[CH3:20])[CH:14]=[CH:15][CH:16]=2)[CH2:7][CH2:6]1.[F:23][C:24]1[CH:29]=[CH:28][C:27]([CH2:30][C:31](Cl)=[O:32])=[CH:26][CH:25]=1. (4) Given the product [N:17]1([C:2]2[N:7]=[C:6]([NH:8][C@@H:9]([C:11]3[CH:16]=[CH:15][CH:14]=[CH:13][CH:12]=3)[CH3:10])[CH:5]=[N:4][CH:3]=2)[C:21]2[CH:22]=[CH:23][CH:24]=[CH:25][C:20]=2[N:19]=[CH:18]1, predict the reactants needed to synthesize it. The reactants are: Cl[C:2]1[N:7]=[C:6]([NH:8][C@@H:9]([C:11]2[CH:16]=[CH:15][CH:14]=[CH:13][CH:12]=2)[CH3:10])[CH:5]=[N:4][CH:3]=1.[N:17]1[C:21]2[CH:22]=[CH:23][CH:24]=[CH:25][C:20]=2[NH:19][CH:18]=1. (5) Given the product [ClH:17].[Cl:17][C:12]1[CH:11]=[C:10]([CH:15]=[CH:14][C:13]=1[F:16])[C:9]([NH:8][C@H:5]1[CH2:4][CH2:3][C@@H:2]([NH:1][C:20]2[CH:25]=[C:24]([CH3:26])[N:23]=[C:22]([CH3:27])[N:21]=2)[CH2:7][CH2:6]1)=[O:18], predict the reactants needed to synthesize it. The reactants are: [NH2:1][C@@H:2]1[CH2:7][CH2:6][C@H:5]([NH:8][C:9](=[O:18])[C:10]2[CH:15]=[CH:14][C:13]([F:16])=[C:12]([Cl:17])[CH:11]=2)[CH2:4][CH2:3]1.Cl[C:20]1[CH:25]=[C:24]([CH3:26])[N:23]=[C:22]([CH3:27])[N:21]=1. (6) Given the product [F:32][CH:2]([F:1])[O:3][CH2:4][C@@H:5]([O:7][C:8]1[CH:9]=[C:10]([CH:21]=[C:22]([OH:24])[CH:23]=1)[C:11]([NH:13][C:14]1[CH:19]=[N:18][C:17]([CH3:20])=[CH:16][N:15]=1)=[O:12])[CH3:6], predict the reactants needed to synthesize it. The reactants are: [F:1][CH:2]([F:32])[O:3][CH2:4][C@@H:5]([O:7][C:8]1[CH:9]=[C:10]([CH:21]=[C:22]([O:24]CC2C=CC=CC=2)[CH:23]=1)[C:11]([NH:13][C:14]1[CH:19]=[N:18][C:17]([CH3:20])=[CH:16][N:15]=1)=[O:12])[CH3:6]. (7) Given the product [CH3:13][O:12][C:7]1[CH:8]=[C:9]2[C:4](=[CH:5][CH:6]=1)[CH:3]=[C:2]([C:34]1[CH2:35][CH2:36][C:29]3([CH2:30][CH2:31][NH:26][CH2:27][CH2:28]3)[CH2:32][CH:33]=1)[CH:11]=[CH:10]2, predict the reactants needed to synthesize it. The reactants are: Br[C:2]1[CH:11]=[CH:10][C:9]2[C:4](=[CH:5][CH:6]=[C:7]([O:12][CH3:13])[CH:8]=2)[CH:3]=1.[Li]C(C)(C)C.C(OC([N:26]1[CH2:31][CH2:30][C:29]2([CH2:36][CH2:35][C:34](=O)[CH2:33][CH2:32]2)[CH2:28][CH2:27]1)=O)(C)(C)C. (8) Given the product [CH3:19][CH:15]1[CH2:16][CH2:17][CH2:18][N:14]1[CH2:13][CH2:12][C:7]1[CH:8]=[C:9]2[C:4](=[CH:5][CH:6]=1)[CH:3]=[C:2]([N:21]1[C:22](=[O:26])[CH:23]=[CH:24][CH:25]=[N:20]1)[CH:11]=[CH:10]2, predict the reactants needed to synthesize it. The reactants are: Br[C:2]1[CH:3]=[C:4]2[C:9](=[CH:10][CH:11]=1)[CH:8]=[C:7]([CH2:12][CH2:13][N:14]1[CH2:18][CH2:17][CH2:16][CH:15]1[CH3:19])[CH:6]=[CH:5]2.[N:20]1[NH:21][C:22](=[O:26])[CH:23]=[CH:24][CH:25]=1.